Dataset: NCI-60 drug combinations with 297,098 pairs across 59 cell lines. Task: Regression. Given two drug SMILES strings and cell line genomic features, predict the synergy score measuring deviation from expected non-interaction effect. (1) Cell line: T-47D. Drug 2: CC1C(C(CC(O1)OC2CC(CC3=C2C(=C4C(=C3O)C(=O)C5=CC=CC=C5C4=O)O)(C(=O)C)O)N)O. Drug 1: C1=CC=C(C(=C1)C(C2=CC=C(C=C2)Cl)C(Cl)Cl)Cl. Synergy scores: CSS=49.0, Synergy_ZIP=-10.5, Synergy_Bliss=-6.81, Synergy_Loewe=-3.22, Synergy_HSA=-1.82. (2) Drug 1: CC(CN1CC(=O)NC(=O)C1)N2CC(=O)NC(=O)C2. Drug 2: CC1=CC=C(C=C1)C2=CC(=NN2C3=CC=C(C=C3)S(=O)(=O)N)C(F)(F)F. Cell line: HS 578T. Synergy scores: CSS=2.86, Synergy_ZIP=-3.06, Synergy_Bliss=-3.63, Synergy_Loewe=-7.39, Synergy_HSA=-5.37.